Dataset: Merck oncology drug combination screen with 23,052 pairs across 39 cell lines. Task: Regression. Given two drug SMILES strings and cell line genomic features, predict the synergy score measuring deviation from expected non-interaction effect. Drug 1: CS(=O)(=O)CCNCc1ccc(-c2ccc3ncnc(Nc4ccc(OCc5cccc(F)c5)c(Cl)c4)c3c2)o1. Drug 2: NC1CCCCC1N.O=C(O)C(=O)O.[Pt+2]. Cell line: A375. Synergy scores: synergy=-11.8.